This data is from Forward reaction prediction with 1.9M reactions from USPTO patents (1976-2016). The task is: Predict the product of the given reaction. (1) Given the reactants [C:1]1([CH:7]([C:48]2[CH:53]=[CH:52][CH:51]=[CH:50][CH:49]=2)[N:8]2[CH:13]=[CH:12][CH:11]=[C:10]([C:14]([NH:16][C@@H:17]([CH2:22][CH2:23][CH2:24][NH:25][C:26]([NH:28]S(C3C(C)=C4C(=C(C)C=3C)OC(C)(C)CC4)(=O)=O)=[NH:27])[CH2:18][C:19]([OH:21])=[O:20])=[O:15])[C:9]2=[O:47])[CH:6]=[CH:5][CH:4]=[CH:3][CH:2]=1.[C:54]([OH:60])([C:56]([F:59])([F:58])[F:57])=[O:55], predict the reaction product. The product is: [NH:25]([CH2:24][CH2:23][CH2:22][C@H:17]([NH:16][C:14]([C:10]1[C:9](=[O:47])[N:8]([CH:7]([C:48]2[CH:53]=[CH:52][CH:51]=[CH:50][CH:49]=2)[C:1]2[CH:6]=[CH:5][CH:4]=[CH:3][CH:2]=2)[CH:13]=[CH:12][CH:11]=1)=[O:15])[CH2:18][C:19]([OH:21])=[O:20])[C:26]([NH2:28])=[NH:27].[C:54]([OH:60])([C:56]([F:59])([F:58])[F:57])=[O:55]. (2) Given the reactants Cl.Cl[C:3]1[CH:8]=[CH:7][N:6]=[CH:5][CH:4]=1.[F:9][C:10]([F:20])([F:19])[O:11][C:12]1[CH:17]=[CH:16][C:15]([OH:18])=[CH:14][CH:13]=1.C([O-])([O-])=O.[K+].[K+].[Na+].[Cl-], predict the reaction product. The product is: [F:9][C:10]([F:19])([F:20])[O:11][C:12]1[CH:17]=[CH:16][C:15]([O:18][C:3]2[CH:8]=[CH:7][N:6]=[CH:5][CH:4]=2)=[CH:14][CH:13]=1. (3) Given the reactants C[O:2][C:3](=[O:27])[C:4]1[CH:9]=[CH:8][C:7]([NH:10][C:11](=[O:26])[CH:12]([C:19]2[CH:24]=[CH:23][CH:22]=[C:21]([Cl:25])[CH:20]=2)[CH2:13][CH:14]2[CH2:18][CH2:17][CH2:16][CH2:15]2)=[N:6][CH:5]=1.[OH-].[Na+], predict the reaction product. The product is: [Cl:25][C:21]1[CH:20]=[C:19]([CH:12]([CH2:13][CH:14]2[CH2:15][CH2:16][CH2:17][CH2:18]2)[C:11]([NH:10][C:7]2[CH:8]=[CH:9][C:4]([C:3]([OH:27])=[O:2])=[CH:5][N:6]=2)=[O:26])[CH:24]=[CH:23][CH:22]=1.